This data is from Catalyst prediction with 721,799 reactions and 888 catalyst types from USPTO. The task is: Predict which catalyst facilitates the given reaction. Reactant: Cl.[NH2:2][C@H:3]([CH2:10][C:11]1[CH:16]=[CH:15][C:14]([C:17]2[CH:22]=[CH:21][CH:20]=[C:19]([Cl:23])[CH:18]=2)=[CH:13][CH:12]=1)[CH2:4][C:5]([O:7][CH2:8][CH3:9])=[O:6].[C:24]1(=[O:30])[O:29][C:27](=[O:28])[CH2:26][CH2:25]1.CCN(C(C)C)C(C)C. Product: [Cl:23][C:19]1[CH:18]=[C:17]([C:14]2[CH:15]=[CH:16][C:11]([CH2:10][C@@H:3]([NH:2][C:24](=[O:30])[CH2:25][CH2:26][C:27]([OH:29])=[O:28])[CH2:4][C:5]([O:7][CH2:8][CH3:9])=[O:6])=[CH:12][CH:13]=2)[CH:22]=[CH:21][CH:20]=1. The catalyst class is: 4.